From a dataset of Merck oncology drug combination screen with 23,052 pairs across 39 cell lines. Regression. Given two drug SMILES strings and cell line genomic features, predict the synergy score measuring deviation from expected non-interaction effect. (1) Drug 1: CCC1=CC2CN(C1)Cc1c([nH]c3ccccc13)C(C(=O)OC)(c1cc3c(cc1OC)N(C)C1C(O)(C(=O)OC)C(OC(C)=O)C4(CC)C=CCN5CCC31C54)C2. Drug 2: Cc1nc(Nc2ncc(C(=O)Nc3c(C)cccc3Cl)s2)cc(N2CCN(CCO)CC2)n1. Cell line: RKO. Synergy scores: synergy=7.41. (2) Drug 1: COc1cccc2c1C(=O)c1c(O)c3c(c(O)c1C2=O)CC(O)(C(=O)CO)CC3OC1CC(N)C(O)C(C)O1. Drug 2: Cn1c(=O)n(-c2ccc(C(C)(C)C#N)cc2)c2c3cc(-c4cnc5ccccc5c4)ccc3ncc21. Cell line: NCIH460. Synergy scores: synergy=29.2. (3) Drug 1: CC(=O)OC1C(=O)C2(C)C(O)CC3OCC3(OC(C)=O)C2C(OC(=O)c2ccccc2)C2(O)CC(OC(=O)C(O)C(NC(=O)c3ccccc3)c3ccccc3)C(C)=C1C2(C)C. Drug 2: C=CCn1c(=O)c2cnc(Nc3ccc(N4CCN(C)CC4)cc3)nc2n1-c1cccc(C(C)(C)O)n1. Cell line: SKMES1. Synergy scores: synergy=10.8. (4) Synergy scores: synergy=10.6. Cell line: RPMI7951. Drug 2: CCC1(O)C(=O)OCc2c1cc1n(c2=O)Cc2cc3c(CN(C)C)c(O)ccc3nc2-1. Drug 1: O=C(O)C1(Cc2cccc(Nc3nccs3)n2)CCC(Oc2cccc(Cl)c2F)CC1. (5) Drug 1: CCC1=CC2CN(C1)Cc1c([nH]c3ccccc13)C(C(=O)OC)(c1cc3c(cc1OC)N(C)C1C(O)(C(=O)OC)C(OC(C)=O)C4(CC)C=CCN5CCC31C54)C2. Drug 2: NC1(c2ccc(-c3nc4ccn5c(=O)[nH]nc5c4cc3-c3ccccc3)cc2)CCC1. Cell line: SW620. Synergy scores: synergy=8.77.